From a dataset of Catalyst prediction with 721,799 reactions and 888 catalyst types from USPTO. Predict which catalyst facilitates the given reaction. (1) Reactant: CC(OI1(OC(C)=O)(OC(C)=O)OC(=O)C2C=CC=CC1=2)=O.[C:23]([O:27][C:28]([NH:30][C@@H:31]([C@H:47]([O:56][Si:57]([C:60]([CH3:63])([CH3:62])[CH3:61])([CH3:59])[CH3:58])[CH2:48][O:49][C:50]1[CH:55]=[CH:54][CH:53]=[CH:52][CH:51]=1)[CH2:32][CH2:33][CH:34]([OH:46])[CH2:35][C:36]1[CH:45]=[CH:44][C:39]([C:40]([O:42][CH3:43])=[O:41])=[CH:38][CH:37]=1)=[O:29])([CH3:26])([CH3:25])[CH3:24]. Product: [C:23]([O:27][C:28]([NH:30][C@@H:31]([C@H:47]([O:56][Si:57]([C:60]([CH3:63])([CH3:62])[CH3:61])([CH3:58])[CH3:59])[CH2:48][O:49][C:50]1[CH:55]=[CH:54][CH:53]=[CH:52][CH:51]=1)[CH2:32][CH2:33][C:34](=[O:46])[CH2:35][C:36]1[CH:37]=[CH:38][C:39]([C:40]([O:42][CH3:43])=[O:41])=[CH:44][CH:45]=1)=[O:29])([CH3:25])([CH3:24])[CH3:26]. The catalyst class is: 2. (2) Reactant: Cl[C:2]1[C:11]2[C:6](=[CH:7][C:8]([CH2:12][O:13][C:14]3[CH:21]=[CH:20][C:17]([C:18]#[N:19])=[CH:16][CH:15]=3)=[CH:9][CH:10]=2)[N:5]=[C:4]([CH3:22])[CH:3]=1.[CH3:23][N:24]1[CH2:29][CH2:28][NH:27][CH2:26][CH2:25]1. Product: [CH3:22][C:4]1[CH:3]=[C:2]([N:27]2[CH2:28][CH2:29][N:24]([CH3:23])[CH2:25][CH2:26]2)[C:11]2[C:6](=[CH:7][C:8]([CH2:12][O:13][C:14]3[CH:21]=[CH:20][C:17]([C:18]#[N:19])=[CH:16][CH:15]=3)=[CH:9][CH:10]=2)[N:5]=1. The catalyst class is: 60. (3) The catalyst class is: 1. Product: [C:1]([NH:4][C:5]1[CH:10]=[CH:9][C:8]([O:11][CH2:30][C:27]([OH:28])([CH3:29])[C:25]([NH:24][C:17]2[CH:18]=[CH:19][C:20]([N+:21]([O-:23])=[O:22])=[C:15]([CH3:14])[CH:16]=2)=[O:26])=[CH:7][CH:6]=1)(=[O:3])[CH3:2]. Reactant: [C:1]([NH:4][C:5]1[CH:10]=[CH:9][C:8]([OH:11])=[CH:7][CH:6]=1)(=[O:3])[CH3:2].[H-].[Na+].[CH3:14][C:15]1[CH:16]=[C:17]([NH:24][C:25]([C:27]2([CH3:30])[CH2:29][O:28]2)=[O:26])[CH:18]=[CH:19][C:20]=1[N+:21]([O-:23])=[O:22].